The task is: Predict the reactants needed to synthesize the given product.. This data is from Full USPTO retrosynthesis dataset with 1.9M reactions from patents (1976-2016). Given the product [Cl:1][C:2]1[CH:7]=[CH:6][C:5]([C@@H:8]2[CH2:12][N:11]([C:13]3[CH:18]=[CH:17][C:16](=[O:19])[N:15]([CH3:24])[N:14]=3)[CH2:10][C@H:9]2[C:20]([O:22][CH3:23])=[O:21])=[CH:4][CH:3]=1, predict the reactants needed to synthesize it. The reactants are: [Cl:1][C:2]1[CH:7]=[CH:6][C:5]([C@@H:8]2[CH2:12][N:11]([C:13]3[CH:18]=[CH:17][C:16](=[O:19])[NH:15][N:14]=3)[CH2:10][C@H:9]2[C:20]([O:22][CH3:23])=[O:21])=[CH:4][CH:3]=1.[C:24]([O-])([O-])=O.[Cs+].[Cs+].CI.